This data is from NCI-60 drug combinations with 297,098 pairs across 59 cell lines. The task is: Regression. Given two drug SMILES strings and cell line genomic features, predict the synergy score measuring deviation from expected non-interaction effect. (1) Drug 1: CC(C)NC(=O)C1=CC=C(C=C1)CNNC.Cl. Drug 2: COCCOC1=C(C=C2C(=C1)C(=NC=N2)NC3=CC=CC(=C3)C#C)OCCOC.Cl. Cell line: IGROV1. Synergy scores: CSS=19.9, Synergy_ZIP=4.37, Synergy_Bliss=5.73, Synergy_Loewe=-4.10, Synergy_HSA=5.48. (2) Drug 2: CC1C(C(CC(O1)OC2CC(CC3=C2C(=C4C(=C3O)C(=O)C5=C(C4=O)C(=CC=C5)OC)O)(C(=O)CO)O)N)O.Cl. Drug 1: CN(C)C1=NC(=NC(=N1)N(C)C)N(C)C. Synergy scores: CSS=40.2, Synergy_ZIP=-2.34, Synergy_Bliss=-3.35, Synergy_Loewe=-7.29, Synergy_HSA=-0.107. Cell line: HS 578T.